Dataset: Full USPTO retrosynthesis dataset with 1.9M reactions from patents (1976-2016). Task: Predict the reactants needed to synthesize the given product. (1) The reactants are: [Cl:1][C:2]1[CH:8]=[CH:7][C:5]([OH:6])=[CH:4][C:3]=1[OH:9].[CH3:10][O:11][C:12]1[CH:13]=[C:14]([C:20]2[CH:25]=[CH:24][CH:23]=[C:22]([CH2:26][C:27]([OH:29])=O)[CH:21]=2)[CH:15]=[CH:16][C:17]=1[O:18][CH3:19].P(Cl)(Cl)(Cl)(Cl)Cl.[CH3:36]N(C=O)C. Given the product [Cl:1][C:2]1[CH:8]=[C:7]2[C:5](=[CH:4][C:3]=1[OH:9])[O:6][CH:36]=[C:26]([C:22]1[CH:21]=[C:20]([C:14]3[CH:15]=[CH:16][C:17]([O:18][CH3:19])=[C:12]([O:11][CH3:10])[CH:13]=3)[CH:25]=[CH:24][CH:23]=1)[C:27]2=[O:29], predict the reactants needed to synthesize it. (2) Given the product [OH:1][C:2]1[C:7]([O:8][CH3:9])=[C:6]([O:10][CH3:11])[NH:5][C:4](=[O:21])[C:3]=1[C:22]([NH:24][CH2:25][CH:26]([CH3:29])[CH2:27][CH3:28])=[O:23], predict the reactants needed to synthesize it. The reactants are: [OH:1][C:2]1[C:7]([O:8][CH3:9])=[C:6]([O:10][CH3:11])[N:5](CC2C=CC(OC)=CC=2)[C:4](=[O:21])[C:3]=1[C:22]([NH:24][CH2:25][CH:26]([CH3:29])[CH2:27][CH3:28])=[O:23]. (3) Given the product [CH2:16]([CH:23]1[CH2:27][CH2:26][CH2:25][N:24]1[C:13]([C:9]1[CH:10]=[N:11][O:12][C:8]=1[C:3]1[CH:4]=[CH:5][CH:6]=[CH:7][C:2]=1[Cl:1])=[O:15])[C:17]1[CH:22]=[CH:21][CH:20]=[CH:19][CH:18]=1, predict the reactants needed to synthesize it. The reactants are: [Cl:1][C:2]1[CH:7]=[CH:6][CH:5]=[CH:4][C:3]=1[C:8]1[O:12][N:11]=[CH:10][C:9]=1[C:13]([OH:15])=O.[CH2:16]([CH:23]1[CH2:27][CH2:26][CH2:25][NH:24]1)[C:17]1[CH:22]=[CH:21][CH:20]=[CH:19][CH:18]=1. (4) The reactants are: [C:12]([O:11][C:9](O[C:9]([O:11][C:12]([CH3:15])([CH3:14])[CH3:13])=[O:10])=[O:10])([CH3:15])([CH3:14])[CH3:13].C(N(CC)CC)C.[NH2:23][CH2:24][C:25]1[CH:26]=[CH:27][C:28]([Br:31])=[N:29][CH:30]=1. Given the product [Br:31][C:28]1[CH:27]=[CH:26][C:25]([CH2:24][NH:23][C:9]([O:11][C:12]([CH3:13])([CH3:14])[CH3:15])=[O:10])=[CH:30][N:29]=1, predict the reactants needed to synthesize it. (5) The reactants are: [NH:1]1[CH2:8][CH2:7][CH2:6][C@H:2]1[C:3]([OH:5])=[O:4].Br[C:10]1[S:11][CH:12]=[CH:13][N:14]=1.C(=O)([O-])[O-].[K+].[K+]. Given the product [S:11]1[CH:12]=[CH:13][N:14]=[C:10]1[N:1]1[CH2:8][CH2:7][CH2:6][C@H:2]1[C:3]([OH:5])=[O:4], predict the reactants needed to synthesize it. (6) Given the product [C:1]([C:5]1[CH:22]=[CH:21][C:8]([CH2:9][NH:11][CH2:12][CH2:13][C:14]2[CH:15]=[CH:16][C:17]([F:20])=[CH:18][CH:19]=2)=[C:7]([Cl:23])[CH:6]=1)([CH3:4])([CH3:2])[CH3:3], predict the reactants needed to synthesize it. The reactants are: [C:1]([C:5]1[CH:22]=[CH:21][C:8]([C:9]([NH:11][CH2:12][CH2:13][C:14]2[CH:19]=[CH:18][C:17]([F:20])=[CH:16][CH:15]=2)=O)=[C:7]([Cl:23])[CH:6]=1)([CH3:4])([CH3:3])[CH3:2].Cl.[OH-].[Na+]. (7) Given the product [CH3:11][C:9]([CH3:12])([O:8][C:6]([NH:5][C@H:4]([C:3]([O:2][CH3:1])=[O:15])[CH2:13][S:14][CH2:19][C:20]1[CH:25]=[C:24]([CH3:26])[CH:23]=[C:22]([N:27]2[C:31]([CH3:32])=[CH:30][CH:29]=[C:28]2[CH3:33])[N:21]=1)=[O:7])[CH3:10], predict the reactants needed to synthesize it. The reactants are: [CH3:1][O:2][C:3](=[O:15])[C@H:4]([CH2:13][SH:14])[NH:5][C:6]([O:8][C:9]([CH3:12])([CH3:11])[CH3:10])=[O:7].[H-].[Na+].Cl[CH2:19][C:20]1[CH:25]=[C:24]([CH3:26])[CH:23]=[C:22]([N:27]2[C:31]([CH3:32])=[CH:30][CH:29]=[C:28]2[CH3:33])[N:21]=1.C(OCC)(=O)C. (8) The reactants are: C[O-].[Na+].[CH:4]1([S:7]([C:10]2[CH:11]=[C:12]([NH:16][C:17]3[C:26]4[C:25](=[O:27])[N:24]([CH2:28][C:29]5[CH:34]=[CH:33][C:32]([O:35][CH3:36])=[CH:31][CH:30]=5)[C:23](=[O:37])[N:22]([C:38]5[CH:43]=[CH:42][C:41]([I:44])=[CH:40][C:39]=5[F:45])[C:21]=4[N:20]([CH3:46])[C:19](=[O:47])[C:18]=3[CH3:48])[CH:13]=[CH:14][CH:15]=2)(=[O:9])=[O:8])[CH2:6][CH2:5]1. Given the product [CH:4]1([S:7]([C:10]2[CH:11]=[C:12]([N:16]3[C:17]4=[C:18]([CH3:48])[C:19](=[O:47])[N:20]([CH3:46])[C:21]([NH:22][C:38]5[CH:43]=[CH:42][C:41]([I:44])=[CH:40][C:39]=5[F:45])=[C:26]4[C:25](=[O:27])[N:24]([CH2:28][C:29]4[CH:30]=[CH:31][C:32]([O:35][CH3:36])=[CH:33][CH:34]=4)[C:23]3=[O:37])[CH:13]=[CH:14][CH:15]=2)(=[O:8])=[O:9])[CH2:5][CH2:6]1, predict the reactants needed to synthesize it. (9) Given the product [CH2:17]([O:7][C:8]1[CH:9]=[C:10]([CH:13]=[C:14]([OH:16])[CH:15]=1)[C:11]#[N:12])[C:18]1[CH:23]=[CH:22][CH:21]=[CH:20][CH:19]=1, predict the reactants needed to synthesize it. The reactants are: C(=O)([O-])[O-].[Cs+].[Cs+].[OH:7][C:8]1[CH:9]=[C:10]([CH:13]=[C:14]([OH:16])[CH:15]=1)[C:11]#[N:12].[CH2:17](Br)[C:18]1[CH:23]=[CH:22][CH:21]=[CH:20][CH:19]=1.